This data is from Forward reaction prediction with 1.9M reactions from USPTO patents (1976-2016). The task is: Predict the product of the given reaction. (1) Given the reactants [CH3:1][O:2][C:3]1[CH:4]=[C:5]2[C:10](=[CH:11][C:12]=1[O:13][CH3:14])[N:9]=[CH:8][CH:7]=[C:6]2[O:15][C:16]1[CH:22]=[CH:21][C:19]([NH2:20])=[C:18]([CH3:23])[C:17]=1[CH3:24].Cl[C:26](Cl)([O:28][C:29](=[O:35])OC(Cl)(Cl)Cl)Cl.OC1[CH:45]=[CH:44][C:41]([C:42]#[N:43])=[CH:40][CH:39]=1.C(=O)(O)[O-].[Na+], predict the reaction product. The product is: [CH3:1][O:2][C:3]1[CH:4]=[C:5]2[C:10](=[CH:11][C:12]=1[O:13][CH3:14])[N:9]=[CH:8][CH:7]=[C:6]2[O:15][C:16]1[CH:22]=[CH:21][C:19]([NH:20][C:29](=[O:35])[O:28][C:26]2[CH:45]=[CH:44][C:41]([C:42]#[N:43])=[CH:40][CH:39]=2)=[C:18]([CH3:23])[C:17]=1[CH3:24]. (2) Given the reactants C([C:4]1[C:9]2[CH2:10][C:11](=[CH:19][CH2:20][CH2:21][N:22]3[CH2:27][CH2:26][C:25]([C:29]4[CH:34]=[CH:33][C:32]([Cl:35])=[CH:31][CH:30]=4)([OH:28])[CH2:24][CH2:23]3)[C:12]3[C:13]([O:18][C:8]=2[CH:7]=[CH:6][CH:5]=1)=[N:14][CH:15]=[CH:16][CH:17]=3)(O)=O.C1C=CC(OP([O:48][C:49]2[CH:54]=CC=CC=2)(N=[N+]=[N-])=O)=CC=1.C([N:57]([CH2:60]C)CC)C.C([OH:64])C, predict the reaction product. The product is: [Cl:35][C:32]1[CH:33]=[CH:34][C:29]([C:25]2([OH:28])[CH2:26][CH2:27][N:22]([CH2:21][CH2:20][CH:19]=[C:11]3[C:12]4[C:13](=[N:14][CH:15]=[CH:16][CH:17]=4)[O:18][C:8]4[CH:7]=[CH:6][CH:5]=[C:4]([NH:57][C:60]([O:48][CH2:49][CH3:54])=[O:64])[C:9]=4[CH2:10]3)[CH2:23][CH2:24]2)=[CH:30][CH:31]=1. (3) Given the reactants FC(F)(F)C([O-])=O.[F:8][C:9]1[C:10]([C:25]([NH:27][CH3:28])=[O:26])=[CH:11][C:12]2[NH:16][C:15](=[O:17])[N:14]([CH:18]3[CH2:23][CH2:22][NH2+:21][CH2:20][CH2:19]3)[C:13]=2[CH:24]=1.C(N(CC)CC)C.[CH:36]1[C:41]([C:42]([CH2:44]Br)=[O:43])=[CH:40][CH:39]=[C:38]([Cl:46])[CH:37]=1.[Br-].C(=O)(O)[O-].[Na+], predict the reaction product. The product is: [Cl:46][C:38]1[CH:39]=[CH:40][C:41]([C:42](=[O:43])[CH2:44][N:21]2[CH2:20][CH2:19][CH:18]([N:14]3[C:13]4[CH:24]=[C:9]([F:8])[C:10]([C:25]([NH:27][CH3:28])=[O:26])=[CH:11][C:12]=4[NH:16][C:15]3=[O:17])[CH2:23][CH2:22]2)=[CH:36][CH:37]=1. (4) Given the reactants [C:1]([C:3]1[CH:8]=[CH:7][C:6](B(O)O)=[CH:5][CH:4]=1)#[N:2].[C:12]([O:16][C:17](=[O:26])[NH:18][C:19]1[CH:24]=[CH:23][CH:22]=[C:21](Br)[N:20]=1)([CH3:15])([CH3:14])[CH3:13].C([O-])([O-])=O.[K+].[K+], predict the reaction product. The product is: [C:12]([O:16][C:17](=[O:26])[NH:18][C:19]1[CH:24]=[CH:23][CH:22]=[C:21]([C:6]2[CH:7]=[CH:8][C:3]([C:1]#[N:2])=[CH:4][CH:5]=2)[N:20]=1)([CH3:15])([CH3:14])[CH3:13].